From a dataset of Forward reaction prediction with 1.9M reactions from USPTO patents (1976-2016). Predict the product of the given reaction. Given the reactants [CH2:1](O)[C@H:2]1[O:7][C@H:6]([O:8][C@:9]2(CO)O[C@H](CO)[C@@H](O)[C@@H]2O)[C@H:5](O)[C@@H:4](O)[C@@H:3]1O.[C:24]([O-])(=O)[CH2:25][CH2:26][CH2:27][CH2:28][CH2:29][CH2:30][CH2:31][CH2:32][CH2:33][CH2:34][CH2:35][CH2:36][CH2:37][CH2:38][CH2:39]CC.[Na+].OO, predict the reaction product. The product is: [C:6]([O:8][CH3:9])(=[O:7])[CH2:5][CH2:4][CH2:3][CH2:2][CH2:1][CH2:39][CH2:38][CH2:37][CH2:36][CH2:35][CH2:34][CH2:33][CH2:32][CH2:31][CH2:30][CH2:29][CH2:28][CH2:27][CH2:26][CH2:25][CH3:24].